The task is: Predict the reactants needed to synthesize the given product.. This data is from Full USPTO retrosynthesis dataset with 1.9M reactions from patents (1976-2016). (1) Given the product [CH3:11][N:7]1[C:8]2[C:4](=[CH:3][C:2]([C:13]#[C:12][Si:14]([CH3:17])([CH3:16])[CH3:15])=[CH:10][CH:9]=2)[CH:5]=[CH:6]1, predict the reactants needed to synthesize it. The reactants are: I[C:2]1[CH:3]=[C:4]2[C:8](=[CH:9][CH:10]=1)[N:7]([CH3:11])[CH:6]=[CH:5]2.[C:12]([Si:14]([CH3:17])([CH3:16])[CH3:15])#[CH:13]. (2) Given the product [CH2:7]([O:11][CH:12]([OH:20])[CH2:13][CH2:14][CH3:15])[CH:8]1[O:10][CH2:9]1, predict the reactants needed to synthesize it. The reactants are: S([O-])(O)(=O)=O.[Na+].[CH2:7]([O:11][CH2:12][CH2:13][CH2:14][CH2:15]OC=C)[CH:8]1[O:10][CH2:9]1.C(=O)([O-])[OH:20].[Na+]. (3) Given the product [C:28]1([CH:7]([C:1]2[CH:6]=[CH:5][CH:4]=[CH:3][CH:2]=2)[N:8]2[C:16]3[C:11](=[CH:12][CH:13]=[CH:14][CH:15]=3)[CH:10]([C:17]3[CH:22]=[C:21]([CH3:23])[C:20]([CH3:24])=[CH:19][C:18]=3[OH:25])[C:9]2=[O:27])[CH:29]=[CH:30][CH:31]=[CH:32][CH:33]=1, predict the reactants needed to synthesize it. The reactants are: [C:1]1([CH:7]([C:28]2[CH:33]=[CH:32][CH:31]=[CH:30][CH:29]=2)[N:8]2[C:16]3[C:11](=[CH:12][CH:13]=[CH:14][CH:15]=3)[C:10](O)([C:17]3[CH:22]=[C:21]([CH3:23])[C:20]([CH3:24])=[CH:19][C:18]=3[OH:25])[C:9]2=[O:27])[CH:6]=[CH:5][CH:4]=[CH:3][CH:2]=1.ClC1C=CC=C2C=1C(O)(C1C(O)=CC3OCCC=3C=1)C(=O)N2C(C1C=CC=CC=1)C1C=CC=CC=1.